From a dataset of Full USPTO retrosynthesis dataset with 1.9M reactions from patents (1976-2016). Predict the reactants needed to synthesize the given product. (1) Given the product [F:29][C:30]1[CH:31]=[C:32]([C:2]2[CH:7]=[C:6]([C:8]([F:11])([F:10])[F:9])[CH:5]=[CH:4][C:3]=2[C:12]2[N:17]=[CH:16][N:15]=[C:14]([NH:18][C:19]3[CH:27]=[CH:26][CH:25]=[C:24]4[C:20]=3[CH2:21][CH:22]([OH:28])[CH2:23]4)[CH:13]=2)[CH:33]=[C:34]([F:37])[C:35]=1[F:36], predict the reactants needed to synthesize it. The reactants are: I[C:2]1[CH:7]=[C:6]([C:8]([F:11])([F:10])[F:9])[CH:5]=[CH:4][C:3]=1[C:12]1[N:17]=[CH:16][N:15]=[C:14]([NH:18][C:19]2[CH:27]=[CH:26][CH:25]=[C:24]3[C:20]=2[CH2:21][CH:22]([OH:28])[CH2:23]3)[CH:13]=1.[F:29][C:30]1[CH:31]=[C:32](B(O)O)[CH:33]=[C:34]([F:37])[C:35]=1[F:36].C(=O)([O-])[O-].[Na+].[Na+]. (2) Given the product [C:1]([O:5][C:6]([N:8]1[CH2:9][CH2:10][CH:11]([CH2:14][O:15][CH2:16][CH:17]([NH:25][C:35]([C:32]2[CH:33]=[C:34]3[C:29]([CH:28]=[CH:27][NH:26]3)=[CH:30][CH:31]=2)=[O:36])[C:18]2[CH:23]=[CH:22][CH:21]=[CH:20][C:19]=2[F:24])[CH2:12][CH2:13]1)=[O:7])([CH3:4])([CH3:2])[CH3:3], predict the reactants needed to synthesize it. The reactants are: [C:1]([O:5][C:6]([N:8]1[CH2:13][CH2:12][CH:11]([CH2:14][O:15][CH2:16][CH:17]([NH2:25])[C:18]2[CH:23]=[CH:22][CH:21]=[CH:20][C:19]=2[F:24])[CH2:10][CH2:9]1)=[O:7])([CH3:4])([CH3:3])[CH3:2].[NH:26]1[C:34]2[C:29](=[CH:30][CH:31]=[C:32]([C:35](O)=[O:36])[CH:33]=2)[CH:28]=[CH:27]1. (3) Given the product [OH:19][CH2:35][CH2:36][O:37][CH2:38][CH2:34][CH:30]1[CH2:29][NH:28][CH2:33][CH2:32][N:31]1[C:9]1[CH:8]=[CH:7][C:3]([CH:4]=[O:6])=[C:2]([I:1])[CH:10]=1, predict the reactants needed to synthesize it. The reactants are: [I:1][C:2]1[CH:10]=[CH:9][CH:8]=[CH:7][C:3]=1[C:4]([OH:6])=O.C1(C)C=CC=CC=1.S(Cl)(Cl)=[O:19].OCCOCC[N:28]1[CH2:33][CH2:32][NH:31][CH2:30][CH2:29]1.[CH2:34]1[CH2:38][O:37][CH2:36][CH2:35]1.